Dataset: Reaction yield outcomes from USPTO patents with 853,638 reactions. Task: Predict the reaction yield, written as a fraction of the theoretical maximum amount of product (1.0 means a 100% yield; for example, 0.34 means a 34% yield). (1) The reactants are C1(C)C=CC(S(O)(=O)=O)=CC=1.[CH3:12][O:13][C:14](=[O:24])[C:15]1[CH:20]=[CH:19][C:18]([O:21][CH3:22])=[C:17]([NH2:23])[CH:16]=1.[Cl:25][C:26]1[CH:27]=[C:28]([CH:31]=[CH:32][C:33]=1[F:34])[C:29]#[N:30].C([O-])(O)=O.[Na+]. No catalyst specified. The product is [CH3:12][O:13][C:14](=[O:24])[C:15]1[CH:20]=[CH:19][C:18]([O:21][CH3:22])=[C:17]([NH:23][C:29](=[NH:30])[C:28]2[CH:31]=[CH:32][C:33]([F:34])=[C:26]([Cl:25])[CH:27]=2)[CH:16]=1. The yield is 0.450. (2) The reactants are [CH3:1][N:2]1[CH:6]=[C:5]([C:7]2[N:12]=[C:11]([C:13]3[CH:14]=[N:15][NH:16][CH:17]=3)[N:10]3[CH:18]=[CH:19][N:20]=[C:9]3[CH:8]=2)[CH:4]=[N:3]1.[CH:21]1(/[CH:24]=[CH:25]/[C:26]([O:28][CH2:29][CH3:30])=[O:27])[CH2:23][CH2:22]1.C1CCN2C(=NCCC2)CC1. The catalyst is C(#N)C. The product is [CH:21]1([CH:24]([N:15]2[CH:14]=[C:13]([C:11]3[N:10]4[CH:18]=[CH:19][N:20]=[C:9]4[CH:8]=[C:7]([C:5]4[CH:4]=[N:3][N:2]([CH3:1])[CH:6]=4)[N:12]=3)[CH:17]=[N:16]2)[CH2:25][C:26]([O:28][CH2:29][CH3:30])=[O:27])[CH2:23][CH2:22]1. The yield is 0.670. (3) The reactants are [CH3:1][C:2]([N+:8]([O-:10])=[O:9])([CH3:7])[CH2:3][CH2:4][CH2:5][OH:6].C(N(CC)CC)C.[CH3:18][S:19](Cl)(=[O:21])=[O:20]. The catalyst is C(Cl)Cl. The product is [CH3:18][S:19]([O:6][CH2:5][CH2:4][CH2:3][C:2]([CH3:7])([N+:8]([O-:10])=[O:9])[CH3:1])(=[O:21])=[O:20]. The yield is 0.938. (4) The catalyst is CN(C=O)C. The reactants are [Cl:1][C:2]1[S:6][C:5]([S:7]([NH:10][C:11]([NH:13][C:14]2[CH:22]=[CH:21][C:17]([C:18]([OH:20])=O)=[CH:16][CH:15]=2)=[O:12])(=[O:9])=[O:8])=[CH:4][CH:3]=1.[NH2:23][C:24]1[CH:29]=[CH:28][CH:27]=[CH:26][CH:25]=1.CCN(C(C)C)C(C)C.C1CN([P+](ON2N=NC3C=CC=CC2=3)(N2CCCC2)N2CCCC2)CC1.F[P-](F)(F)(F)(F)F. The product is [Cl:1][C:2]1[S:6][C:5]([S:7]([NH:10][C:11]([NH:13][C:14]2[CH:15]=[CH:16][C:17]([C:18](=[O:20])[NH:23][C:24]3[CH:29]=[CH:28][CH:27]=[CH:26][CH:25]=3)=[CH:21][CH:22]=2)=[O:12])(=[O:8])=[O:9])=[CH:4][CH:3]=1. The yield is 0.450. (5) The catalyst is ClCCl.O. The product is [Cl:47][C:25]1[CH:28]=[C:29]([CH3:30])[C:68]2[N:66]=[C:4]([C:3]3[CH:6]=[CH:7][C:8]([O:10][CH2:11][CH2:12][CH2:13][C:14]4[CH2:15][CH2:16][N:17]([CH3:20])[CH2:18][CH:19]=4)=[CH:9][C:2]=3[CH3:1])[NH:22][C:23]=2[CH:24]=1. The reactants are [CH3:1][C:2]1[CH:9]=[C:8]([O:10][CH2:11][CH2:12][CH2:13][C:14]2[CH2:15][CH2:16][N:17]([CH3:20])[CH2:18][CH:19]=2)[CH:7]=[CH:6][C:3]=1[CH:4]=O.C[N:22]1CC=[C:25]([CH2:28][CH2:29][CH2:30]O)[CH2:24][CH2:23]1.N1C=CC=CC=1.C1(C)C=CC(S([Cl:47])(=O)=O)=CC=1.OC1C=CC(C=O)=C(C)C=1.C([O-])([O-])=O.[K+].[K+].C[N:66]([CH:68]=O)C. The yield is 0.0900. (6) The reactants are [Br:1][C:2]1[C:6]([C:7]#[N:8])=[C:5]([Br:9])[S:4][C:3]=1[C:10]([NH2:12])=O.C1(C)C=CC=CC=1.COC(OC)[N:23]([CH3:25])C.C(O)(=O)C.O.[NH2:33]N. No catalyst specified. The product is [Br:9][C:5]1[S:4][C:3]([C:10]2[NH:12][CH:25]=[N:23][N:33]=2)=[C:2]([Br:1])[C:6]=1[C:7]#[N:8]. The yield is 0.872. (7) The reactants are [C:1]([C:5]1[CH:10]=[CH:9][C:8]([N:11]2[CH:15]([C:16]3[CH:31]=[CH:30][C:19]([NH:20][CH2:21][C:22]4[CH:27]=[CH:26][C:25]([O:28][CH3:29])=[CH:24][CH:23]=4)=[C:18]([N+:32]([O-])=O)[CH:17]=3)[CH2:14][CH2:13][CH:12]2[C:35]2[CH:50]=[CH:49][C:38]([NH:39][CH2:40][C:41]3[CH:46]=[CH:45][C:44]([O:47][CH3:48])=[CH:43][CH:42]=3)=[C:37]([N+:51]([O-])=O)[CH:36]=2)=[CH:7][CH:6]=1)([CH3:4])([CH3:3])[CH3:2]. The catalyst is C1COCC1.C(O)C.C(OCC)(=O)C.[Pt]=O. The product is [C:1]([C:5]1[CH:10]=[CH:9][C:8]([N:11]2[CH:12]([C:35]3[CH:36]=[C:37]([NH2:51])[C:38]([NH:39][CH2:40][C:41]4[CH:46]=[CH:45][C:44]([O:47][CH3:48])=[CH:43][CH:42]=4)=[CH:49][CH:50]=3)[CH2:13][CH2:14][CH:15]2[C:16]2[CH:17]=[C:18]([NH2:32])[C:19]([NH:20][CH2:21][C:22]3[CH:23]=[CH:24][C:25]([O:28][CH3:29])=[CH:26][CH:27]=3)=[CH:30][CH:31]=2)=[CH:7][CH:6]=1)([CH3:4])([CH3:2])[CH3:3]. The yield is 0.280.